This data is from Full USPTO retrosynthesis dataset with 1.9M reactions from patents (1976-2016). The task is: Predict the reactants needed to synthesize the given product. (1) Given the product [NH2:1][C:2]1[C:7]2[N:8]=[C:9]([S:19][C:21]3[C:22]([C:30]#[N:31])=[CH:23][C:24]4[O:28][CH2:27][O:26][C:25]=4[CH:29]=3)[N:10]([CH2:11][CH2:12][NH:13][CH2:14][C:15]([CH3:16])([CH3:18])[CH3:17])[C:6]=2[CH:5]=[CH:4][N:3]=1, predict the reactants needed to synthesize it. The reactants are: [NH2:1][C:2]1[C:7]2[NH:8][C:9](=[S:19])[N:10]([CH2:11][CH2:12][NH:13][CH2:14][C:15]([CH3:18])([CH3:17])[CH3:16])[C:6]=2[CH:5]=[CH:4][N:3]=1.I[C:21]1[C:22]([C:30]#[N:31])=[CH:23][C:24]2[O:28][CH2:27][O:26][C:25]=2[CH:29]=1.CC1C=CC2C=CC3C=CC(C)=NC=3C=2N=1.O.CC([O-])(C)C.[Na+].C(NCCN1C2C=CN=C(N)C=2N=C1SC1C(C=C)=CC2OCOC=2C=1)C(C)(C)C. (2) Given the product [CH2:1]([C:5]1([C:27]2[CH:28]=[CH:29][C:24]([N:23]([CH3:34])[CH3:22])=[CH:25][CH:26]=2)[CH2:13][N:12]2[C:8](=[N:9][C:10]3[CH:18]=[CH:17][CH:16]=[CH:15][C:11]=32)[C:7]([C:19]#[N:20])=[C:6]1[CH3:21])[CH2:2][CH2:3][CH3:4], predict the reactants needed to synthesize it. The reactants are: [CH2:1]([C:5]1[C:6]([CH3:21])=[C:7]([C:19]#[N:20])[C:8]2[N:12]([C:13]=1Cl)[C:11]1[CH:15]=[CH:16][CH:17]=[CH:18][C:10]=1[N:9]=2)[CH2:2][CH2:3][CH3:4].[CH3:22][N:23]([CH3:34])[C:24]1[CH:29]=[CH:28][C:27](OB(O)O)=[CH:26][CH:25]=1.C(=O)([O-])[O-].[Na+].[Na+]. (3) Given the product [C:8]1([C:7]2[CH:6]=[CH:5][CH:4]=[CH:3][N:17]=2)[CH:9]=[CH:10][CH:11]=[CH:12][CH:13]=1, predict the reactants needed to synthesize it. The reactants are: CC[CH2:3][CH2:4][CH2:5][CH2:6][CH2:7][CH2:8][CH2:9][CH2:10][CH2:11][CH2:12][CH3:13].COC1C=CC=C[N:17]=1. (4) Given the product [CH2:27]([S:29][CH2:30][CH2:31][NH:32][C:21]([C:14]1[C:15](=[O:20])[N:16]([CH3:19])[C:17]2[C:12]([C:13]=1[OH:26])=[N:11][CH:10]=[C:9]([CH2:8][C:5]1[CH:4]=[CH:3][C:2]([F:1])=[CH:7][CH:6]=1)[CH:18]=2)=[O:22])[CH3:28], predict the reactants needed to synthesize it. The reactants are: [F:1][C:2]1[CH:7]=[CH:6][C:5]([CH2:8][C:9]2[CH:18]=[C:17]3[C:12]([C:13]([OH:26])=[C:14]([C:21](OCC)=[O:22])[C:15](=[O:20])[N:16]3[CH3:19])=[N:11][CH:10]=2)=[CH:4][CH:3]=1.[CH2:27]([S:29][CH2:30][CH2:31][NH2:32])[CH3:28].[CH2:27]([S:29][CH2:30][CH2:31][NH2:32])[CH3:28]. (5) Given the product [NH2:1][C:2]1[N:7]=[C:6]([Cl:32])[C:5]([C:9]#[N:10])=[C:4]([C:11]2[CH:16]=[CH:15][CH:14]=[C:13]([O:17][CH2:18][C:19]3[CH:24]=[CH:23][CH:22]=[CH:21][CH:20]=3)[CH:12]=2)[N:3]=1, predict the reactants needed to synthesize it. The reactants are: [NH2:1][C:2]1[N:7]=[C:6](O)[C:5]([C:9]#[N:10])=[C:4]([C:11]2[CH:16]=[CH:15][CH:14]=[C:13]([O:17][CH2:18][C:19]3[CH:24]=[CH:23][CH:22]=[CH:21][CH:20]=3)[CH:12]=2)[N:3]=1.C([O-])(O)=O.[Na+].O=P(Cl)(Cl)[Cl:32].